Dataset: Full USPTO retrosynthesis dataset with 1.9M reactions from patents (1976-2016). Task: Predict the reactants needed to synthesize the given product. Given the product [OH:25][C:22]1[CH:21]=[CH:20][C:19]([CH:8]2[CH2:7][C:6]3[C:11](=[CH:12][C:13]([OH:15])=[CH:14][C:5]=3[CH2:4][O:2][CH3:1])[CH:10]3[CH2:16][CH2:17][CH2:18][CH:9]23)=[CH:24][CH:23]=1, predict the reactants needed to synthesize it. The reactants are: [CH3:1][OH:2].Br[CH2:4][C:5]1[CH:14]=[C:13]([OH:15])[CH:12]=[C:11]2[C:6]=1[CH2:7][CH:8]([C:19]1[CH:24]=[CH:23][C:22]([OH:25])=[CH:21][CH:20]=1)[CH:9]1[CH2:18][CH2:17][CH2:16][CH:10]12.Cl.